The task is: Regression. Given a peptide amino acid sequence and an MHC pseudo amino acid sequence, predict their binding affinity value. This is MHC class II binding data.. This data is from Peptide-MHC class II binding affinity with 134,281 pairs from IEDB. (1) The peptide sequence is SGLVWGQKYFKGNFQ. The MHC is DRB1_0901 with pseudo-sequence DRB1_0901. The binding affinity (normalized) is 0.402. (2) The peptide sequence is NDKFTVFEGAFNKAI. The MHC is DRB3_0101 with pseudo-sequence DRB3_0101. The binding affinity (normalized) is 0.404. (3) The peptide sequence is SQDLELSWNLNGLQRY. The MHC is DRB1_0401 with pseudo-sequence DRB1_0401. The binding affinity (normalized) is 0.489. (4) The peptide sequence is FRQHINYVLARPKLR. The MHC is DRB1_0405 with pseudo-sequence DRB1_0405. The binding affinity (normalized) is 0.499.